From a dataset of Peptide-MHC class I binding affinity with 185,985 pairs from IEDB/IMGT. Regression. Given a peptide amino acid sequence and an MHC pseudo amino acid sequence, predict their binding affinity value. This is MHC class I binding data. (1) The peptide sequence is CGDPSSFEY. The MHC is HLA-A23:01 with pseudo-sequence HLA-A23:01. The binding affinity (normalized) is 0. (2) The peptide sequence is QGWKGSPAI. The MHC is HLA-A29:02 with pseudo-sequence HLA-A29:02. The binding affinity (normalized) is 0.